This data is from Catalyst prediction with 721,799 reactions and 888 catalyst types from USPTO. The task is: Predict which catalyst facilitates the given reaction. (1) Reactant: [H-].[Na+].[Cl:3][C:4]1[CH:12]=[CH:11][CH:10]=[CH:9][C:5]=1[CH:6]=[N:7][OH:8].[F:13][C:14]1[C:15]([NH2:24])=[N:16][C:17](S(C)(=O)=O)=[N:18][CH:19]=1. Product: [NH2:24][C:15]1[C:14]([F:13])=[CH:19][N:18]=[C:17]([O:8][N:7]=[CH:6][C:5]2[CH:9]=[CH:10][CH:11]=[CH:12][C:4]=2[Cl:3])[N:16]=1. The catalyst class is: 7. (2) Reactant: C([O:4][C:5]1[CH:10]=[C:9]([C:11]2[S:15][C:14]([C:16]3[C:37]([Cl:38])=[CH:36][C:19]([O:20][CH2:21][C@H:22]4[CH2:26][O:25][C:24]([CH3:28])([CH3:27])[N:23]4[C:29]([O:31][C:32]([CH3:35])([CH3:34])[CH3:33])=[O:30])=[C:18]([F:39])[CH:17]=3)=[N:13][N:12]=2)[CH:8]=[C:7]([Cl:40])[N:6]=1)C=C.C(=O)([O-])[O-].[K+].[K+]. Product: [Cl:38][C:37]1[C:16]([C:14]2[S:15][C:11]([C:9]3[CH:10]=[C:5]([OH:4])[N:6]=[C:7]([Cl:40])[CH:8]=3)=[N:12][N:13]=2)=[CH:17][C:18]([F:39])=[C:19]([CH:36]=1)[O:20][CH2:21][C@H:22]1[CH2:26][O:25][C:24]([CH3:28])([CH3:27])[N:23]1[C:29]([O:31][C:32]([CH3:33])([CH3:34])[CH3:35])=[O:30]. The catalyst class is: 694. (3) Reactant: [N:1]1([C:8]([O:10][C:11]([CH3:14])([CH3:13])[CH3:12])=[O:9])[CH2:7][CH2:6][C@H:2]1[C:3]([OH:5])=O.CN(C(ON1N=NC2C=CC=CC1=2)=[N+](C)C)C.[B-](F)(F)(F)F.[NH2:37][CH2:38][C:39]1[CH:46]=[CH:45][C:42](C#N)=[C:41](F)[CH:40]=1. Product: [N:1]1([C:8]([O:10][C:11]([CH3:14])([CH3:13])[CH3:12])=[O:9])[CH2:7][CH2:6][C@H:2]1[C:3]([NH:37][CH2:38][C:39]1[CH:46]=[CH:45][CH:42]=[CH:41][CH:40]=1)=[O:5]. The catalyst class is: 3. (4) Reactant: CN(C(ON1N=NC2C=CC=NC1=2)=[N+](C)C)C.F[P-](F)(F)(F)(F)F.[CH2:25]([O:27][C:28]1[CH:29]=[C:30]([C:34]2[N:39]=[CH:38][C:37]([C:40]([OH:42])=O)=[CH:36][N:35]=2)[CH:31]=[CH:32][CH:33]=1)[CH3:26].CCN(C(C)C)C(C)C.[F:52][C:53]([F:66])([F:65])[C:54]1[NH:55][C:56]2[C:61]([CH:62]=1)=[CH:60][C:59]([CH2:63][NH2:64])=[CH:58][CH:57]=2. Product: [CH2:25]([O:27][C:28]1[CH:29]=[C:30]([C:34]2[N:35]=[CH:36][C:37]([C:40]([NH:64][CH2:63][C:59]3[CH:60]=[C:61]4[C:56](=[CH:57][CH:58]=3)[NH:55][C:54]([C:53]([F:66])([F:52])[F:65])=[CH:62]4)=[O:42])=[CH:38][N:39]=2)[CH:31]=[CH:32][CH:33]=1)[CH3:26]. The catalyst class is: 3. (5) Reactant: [C:1]1([CH2:7][N:8]2[CH2:12][C@H:11]([C:13](OC)=[O:14])[C@H:10]([C:17](OC)=[O:18])[CH2:9]2)[CH:6]=[CH:5][CH:4]=[CH:3][CH:2]=1.[H-].[H-].[H-].[H-].[Li+].[Al+3].CCOCC.[OH-].[Na+]. Product: [C:1]1([CH2:7][N:8]2[CH2:12][C@H:11]([CH2:13][OH:14])[C@H:10]([CH2:17][OH:18])[CH2:9]2)[CH:2]=[CH:3][CH:4]=[CH:5][CH:6]=1. The catalyst class is: 20. (6) Reactant: [CH3:1][O:2][CH2:3][CH2:4][O:5][C:6]1[CH:11]=[CH:10][C:9](/[CH:12]=[CH:13]/[C:14]([O:16]CC)=[O:15])=[C:8]([O:19][C:20]2[N:21]=[N:22][C:23]([C:26]([F:29])([F:28])[F:27])=[CH:24][CH:25]=2)[CH:7]=1.[OH-].[Na+]. Product: [CH3:1][O:2][CH2:3][CH2:4][O:5][C:6]1[CH:11]=[CH:10][C:9](/[CH:12]=[CH:13]/[C:14]([OH:16])=[O:15])=[C:8]([O:19][C:20]2[N:21]=[N:22][C:23]([C:26]([F:27])([F:28])[F:29])=[CH:24][CH:25]=2)[CH:7]=1. The catalyst class is: 214. (7) Reactant: [Br:1][C:2]1[CH:7]=[C:6]([S:8]([CH3:11])(=[O:10])=[O:9])[CH:5]=[CH:4][C:3]=1F.[OH:13][C:14]1[CH:15]=[C:16]([CH:21]=[CH:22][CH:23]=1)[C:17]([O:19][CH3:20])=[O:18].C(=O)([O-])[O-].[Cs+].[Cs+].CS(C)=O. Product: [Br:1][C:2]1[CH:7]=[C:6]([S:8]([CH3:11])(=[O:10])=[O:9])[CH:5]=[CH:4][C:3]=1[O:13][C:14]1[CH:15]=[C:16]([CH:21]=[CH:22][CH:23]=1)[C:17]([O:19][CH3:20])=[O:18]. The catalyst class is: 6. (8) The catalyst class is: 5. Reactant: [Si]([O:8][CH2:9][CH2:10][N:11]1[C:19]2[C:14](=[CH:15][C:16]([O:20][CH3:21])=[CH:17][CH:18]=2)[C:13]([C:22]2[N:34]([S:35]([C:38]3[CH:44]=[CH:43][C:41]([CH3:42])=[CH:40][CH:39]=3)(=[O:37])=[O:36])[C:25]3=[N:26][CH:27]=[C:28]4[CH:32]=[N:31][N:30]([CH3:33])[C:29]4=[C:24]3[CH:23]=2)=[CH:12]1)(C(C)(C)C)(C)C.Cl. Product: [CH3:21][O:20][C:16]1[CH:15]=[C:14]2[C:19](=[CH:18][CH:17]=1)[N:11]([CH2:10][CH2:9][OH:8])[CH:12]=[C:13]2[C:22]1[N:34]([S:35]([C:38]2[CH:39]=[CH:40][C:41]([CH3:42])=[CH:43][CH:44]=2)(=[O:36])=[O:37])[C:25]2=[N:26][CH:27]=[C:28]3[CH:32]=[N:31][N:30]([CH3:33])[C:29]3=[C:24]2[CH:23]=1. (9) Reactant: [CH3:1][N:2]1[CH2:7][CH2:6][N:5]([C:8]([C:10]2[CH:15]=[CH:14][CH:13]=[C:12]([C:16]3[C:25]4[C:20](=[CH:21][CH:22]=[C:23](B5OC(C)(C)C(C)(C)O5)[CH:24]=4)[N:19]=[CH:18][N:17]=3)[CH:11]=2)=[O:9])[CH2:4][CH2:3]1.Br[C:36]1[CH:37]=[CH:38][C:39]([O:45][CH3:46])=[C:40]([CH:44]=1)[C:41]([OH:43])=[O:42].COCCOC.C([O-])([O-])=O.[Na+].[Na+]. Product: [CH3:46][O:45][C:39]1[CH:38]=[CH:37][C:36]([C:23]2[CH:24]=[C:25]3[C:20](=[CH:21][CH:22]=2)[N:19]=[CH:18][N:17]=[C:16]3[C:12]2[CH:13]=[CH:14][CH:15]=[C:10]([C:8]([N:5]3[CH2:6][CH2:7][N:2]([CH3:1])[CH2:3][CH2:4]3)=[O:9])[CH:11]=2)=[CH:44][C:40]=1[C:41]([OH:43])=[O:42]. The catalyst class is: 518. (10) Reactant: CC1(C)C(C)(C)OB([C:9]2[CH2:14][CH2:13][N:12]([C:15]([O:17][C:18]([CH3:21])([CH3:20])[CH3:19])=[O:16])[CH2:11][CH:10]=2)O1.Br[C:24]1[CH:30]=[CH:29][C:27]([NH2:28])=[C:26]([F:31])[CH:25]=1.C(Cl)Cl.C([O-])([O-])=O.[K+].[K+]. Product: [NH2:28][C:27]1[CH:29]=[CH:30][C:24]([C:9]2[CH2:14][CH2:13][N:12]([C:15]([O:17][C:18]([CH3:19])([CH3:20])[CH3:21])=[O:16])[CH2:11][CH:10]=2)=[CH:25][C:26]=1[F:31]. The catalyst class is: 117.